From a dataset of Forward reaction prediction with 1.9M reactions from USPTO patents (1976-2016). Predict the product of the given reaction. (1) Given the reactants [Cl:1][C:2]1[CH:10]=[CH:9][CH:8]=[C:7]2[C:3]=1[C:4]([C:15]([OH:17])=O)=[CH:5][N:6]2[CH:11]1[CH2:14][O:13][CH2:12]1.[C@@H:18]12[CH2:24][C@@H:21]([CH:22]=[CH:23]1)[CH2:20][C@H:19]2[CH2:25][CH2:26][NH2:27], predict the reaction product. The product is: [C@@H:18]12[CH2:24][C@@H:21]([CH:22]=[CH:23]1)[CH2:20][C@H:19]2[CH2:25][CH2:26][NH:27][C:15]([C:4]1[C:3]2[C:7](=[CH:8][CH:9]=[CH:10][C:2]=2[Cl:1])[N:6]([CH:11]2[CH2:12][O:13][CH2:14]2)[CH:5]=1)=[O:17]. (2) Given the reactants [Br:1][C:2]1[C:10]2[NH:9][C:8]3[CH2:11][CH2:12][N:13](C(OCC)=O)[CH2:14][C:7]=3[C:6]=2[C:5]([Br:20])=[CH:4][CH:3]=1.[OH-].[K+], predict the reaction product. The product is: [Br:1][C:2]1[C:10]2[NH:9][C:8]3[CH2:11][CH2:12][NH:13][CH2:14][C:7]=3[C:6]=2[C:5]([Br:20])=[CH:4][CH:3]=1. (3) The product is: [Br:10][C:11]1[CH:12]=[CH:13][C:14]([O:20][CH:21]([F:23])[F:22])=[C:15]([CH2:17][CH2:18][F:7])[CH:16]=1. Given the reactants CCN(S(F)(F)[F:7])CC.[Br:10][C:11]1[CH:12]=[CH:13][C:14]([O:20][CH:21]([F:23])[F:22])=[C:15]([CH2:17][CH2:18]O)[CH:16]=1, predict the reaction product.